This data is from Catalyst prediction with 721,799 reactions and 888 catalyst types from USPTO. The task is: Predict which catalyst facilitates the given reaction. (1) Reactant: [CH3:1][O:2][C:3]1[N:4]=[C:5]2[C:10](=[CH:11][CH:12]=1)[N:9]=[CH:8][CH:7]=[C:6]2[N:13]1[CH:21]=[C:20]2[C:15]([CH2:16][CH2:17][CH:18]([NH:22][C:23](=O)[CH2:24][CH2:25][C:26]3[CH:31]=[CH:30][C:29]([CH3:32])=[CH:28][CH:27]=3)[CH2:19]2)=[N:14]1.CC(C[AlH]CC(C)C)C.C(C(C(C([O-])=O)O)O)([O-])=O.[Na+].[K+].O. Product: [CH3:1][O:2][C:3]1[N:4]=[C:5]2[C:10](=[CH:11][CH:12]=1)[N:9]=[CH:8][CH:7]=[C:6]2[N:13]1[CH:21]=[C:20]2[C:15]([CH2:16][CH2:17][CH:18]([NH:22][CH2:23][CH2:24][CH2:25][C:26]3[CH:31]=[CH:30][C:29]([CH3:32])=[CH:28][CH:27]=3)[CH2:19]2)=[N:14]1. The catalyst class is: 2. (2) Reactant: Br[C:2]1[CH:28]=[CH:27][C:5]([O:6][CH:7]2[CH2:11][CH2:10][N:9]([CH:12]3[CH2:17][CH2:16][N:15]([C:18]4[S:22][N:21]=[C:20]([CH:23]([CH3:25])[CH3:24])[N:19]=4)[CH2:14][CH2:13]3)[C:8]2=[O:26])=[C:4]([F:29])[CH:3]=1.[C:30]1([S:36]([O-:38])=[O:37])[CH:35]=[CH:34][CH:33]=[CH:32][CH:31]=1.[Na+].[C@@H]1(N)CCCC[C@H]1N. Product: [F:29][C:4]1[CH:3]=[C:2]([S:36]([C:30]2[CH:35]=[CH:34][CH:33]=[CH:32][CH:31]=2)(=[O:38])=[O:37])[CH:28]=[CH:27][C:5]=1[O:6][CH:7]1[CH2:11][CH2:10][N:9]([CH:12]2[CH2:17][CH2:16][N:15]([C:18]3[S:22][N:21]=[C:20]([CH:23]([CH3:25])[CH3:24])[N:19]=3)[CH2:14][CH2:13]2)[C:8]1=[O:26]. The catalyst class is: 16. (3) Reactant: [OH:1][C:2]1[CH:3]=[C:4]([CH:8]=[CH:9][C:10]=1[I:11])[C:5]([OH:7])=[O:6].[CH2:12](O)[CH3:13]. Product: [CH2:12]([O:6][C:5](=[O:7])[C:4]1[CH:8]=[CH:9][C:10]([I:11])=[C:2]([OH:1])[CH:3]=1)[CH3:13]. The catalyst class is: 33.